Dataset: Catalyst prediction with 721,799 reactions and 888 catalyst types from USPTO. Task: Predict which catalyst facilitates the given reaction. (1) Reactant: [Cl:1][CH:2]([Cl:5])[C:3]#[N:4].C[O-].[Na+].Cl.N[C@H:11]([C:14]([O:16][CH2:17]C)=[O:15])[CH2:12][OH:13].ClCCl. Product: [Cl:1][CH:2]([Cl:5])[C:3]1[O:13][CH2:12][CH:11]([C:14]([O:16][CH3:17])=[O:15])[N:4]=1. The catalyst class is: 24. (2) Reactant: [F:1][C:2]([F:17])([F:16])[C:3]1[CH:15]=[CH:14][C:6](/[CH:7]=[CH:8]/[C:9](OCC)=[O:10])=[CH:5][CH:4]=1.[H-].C([Al+]CC(C)C)C(C)C.C1(C)C=CC=CC=1. Product: [F:1][C:2]([F:16])([F:17])[C:3]1[CH:15]=[CH:14][C:6](/[CH:7]=[CH:8]/[CH2:9][OH:10])=[CH:5][CH:4]=1. The catalyst class is: 11.